From a dataset of Catalyst prediction with 721,799 reactions and 888 catalyst types from USPTO. Predict which catalyst facilitates the given reaction. (1) The catalyst class is: 4. Reactant: [CH3:1][C:2](O)([CH3:28])[CH2:3][N:4]1[CH2:9][CH2:8][CH:7]([CH2:10][O:11][C:12]2[CH:13]=[N:14][C:15]([C:18]3[CH2:19][CH2:20][N:21]([S:24]([CH3:27])(=[O:26])=[O:25])[CH2:22][CH:23]=3)=[CH:16][CH:17]=2)[CH2:6][CH2:5]1.COCCN(S(F)(F)[F:40])CCOC.C(=O)(O)[O-].[Na+]. Product: [F:40][C:2]([CH3:28])([CH3:1])[CH2:3][N:4]1[CH2:9][CH2:8][CH:7]([CH2:10][O:11][C:12]2[CH:17]=[CH:16][C:15]([C:18]3[CH2:19][CH2:20][N:21]([S:24]([CH3:27])(=[O:26])=[O:25])[CH2:22][CH:23]=3)=[N:14][CH:13]=2)[CH2:6][CH2:5]1. (2) Reactant: [OH:1][C:2]1[CH:11]=[CH:10][C:5]([C:6]([O:8][CH3:9])=[O:7])=[CH:4][CH:3]=1.C([O-])([O-])=O.[K+].[K+].Br[CH2:19][CH:20]([O:24][CH2:25][CH3:26])[O:21][CH2:22][CH3:23]. The catalyst class is: 1. Product: [CH2:22]([O:21][CH:20]([O:24][CH2:25][CH3:26])[CH2:19][O:1][C:2]1[CH:3]=[CH:4][C:5]([C:6]([O:8][CH3:9])=[O:7])=[CH:10][CH:11]=1)[CH3:23]. (3) Product: [CH:23](/[C:20]1[CH:21]=[CH:22][C:17]([C:2]2[C:3]([NH2:8])=[N:4][CH:5]=[CH:6][CH:7]=2)=[CH:18][CH:19]=1)=[CH:24]\[C:25]1[CH:30]=[CH:29][CH:28]=[CH:27][CH:26]=1. The catalyst class is: 108. Reactant: Br[C:2]1[C:3]([NH2:8])=[N:4][CH:5]=[CH:6][CH:7]=1.CC1(C)C(C)(C)OB([C:17]2[CH:22]=[CH:21][C:20](/[CH:23]=[CH:24]/[C:25]3[CH:30]=[CH:29][CH:28]=[CH:27][CH:26]=3)=[CH:19][CH:18]=2)O1.C(=O)([O-])[O-].[Na+].[Na+].